Predict which catalyst facilitates the given reaction. From a dataset of Catalyst prediction with 721,799 reactions and 888 catalyst types from USPTO. (1) Reactant: [N:1]1[CH:6]=[CH:5][CH:4]=[C:3]([N:7]2[CH2:22][CH2:21][CH2:20][C:8]32[CH2:12][N:11](C(OC(C)(C)C)=O)[CH2:10][CH2:9]3)[CH:2]=1.[ClH:23]. Product: [ClH:23].[ClH:23].[N:1]1[CH:6]=[CH:5][CH:4]=[C:3]([N:7]2[C:8]3([CH2:9][CH2:10][NH:11][CH2:12]3)[CH2:20][CH2:21][CH2:22]2)[CH:2]=1. The catalyst class is: 646. (2) Reactant: Cl[C:2]1[C:7]([C:8]#[N:9])=[C:6]([Cl:10])[N:5]=[C:4]([N:11]([CH:13]2[CH2:15][CH2:14]2)C)[N:3]=1.[F:16][C:17]1[CH:22]=[CH:21][C:20]([N:23]2[CH2:28][CH2:27][NH:26][CH2:25][CH2:24]2)=[CH:19][CH:18]=1.[CH2:29](N(C(C)C)C(C)C)C. Product: [Cl:10][C:6]1[C:7]([C:8]#[N:9])=[C:2]([N:26]2[CH2:27][CH2:28][N:23]([C:20]3[CH:19]=[CH:18][C:17]([F:16])=[CH:22][CH:21]=3)[CH2:24][CH2:25]2)[N:3]=[C:4]([NH:11][CH2:13][CH:15]2[CH2:14][CH2:29]2)[N:5]=1. The catalyst class is: 12. (3) Reactant: Br[CH:2]1[CH2:20][CH2:19][C:5]2=[CH:6][C:7]3[C:8]4[CH:17]=[CH:16][C:15]([Cl:18])=[CH:14][C:9]=4[CH2:10][O:11][C:12]=3[CH:13]=[C:4]2[C:3]1=[O:21].[C:22]([O:26][C:27]([N:29]1[CH2:33][C@@H:32]([CH3:34])[CH2:31][C@H:30]1[C:35]([OH:37])=[O:36])=[O:28])([CH3:25])([CH3:24])[CH3:23].CCN(C(C)C)C(C)C. Product: [CH3:34][C@@H:32]1[CH2:33][N:29]([C:27]([O:26][C:22]([CH3:23])([CH3:25])[CH3:24])=[O:28])[C@H:30]([C:35]([O:37][CH:2]2[CH2:20][CH2:19][C:5]3=[CH:6][C:7]4[C:8]5[CH:17]=[CH:16][C:15]([Cl:18])=[CH:14][C:9]=5[CH2:10][O:11][C:12]=4[CH:13]=[C:4]3[C:3]2=[O:21])=[O:36])[CH2:31]1. The catalyst class is: 210. (4) Reactant: Br[C:2]1[CH:3]=[C:4]2[C:8](=[C:9]([C:11]([NH2:13])=[O:12])[CH:10]=1)[NH:7][N:6]=[C:5]2[CH:14]1[CH2:19][CH2:18][N:17]([S:20]([CH2:23][CH2:24][CH2:25][N:26]2[CH2:30][CH2:29][CH2:28][CH2:27]2)(=[O:22])=[O:21])[CH2:16][CH2:15]1.[CH3:31][S:32]([NH:35][C:36]1[CH:37]=[C:38](B(O)O)[CH:39]=[CH:40][CH:41]=1)(=[O:34])=[O:33].C(=O)([O-])[O-].[K+].[K+]. Product: [CH3:31][S:32]([NH:35][C:36]1[CH:37]=[C:38]([C:2]2[CH:3]=[C:4]3[C:8](=[C:9]([C:11]([NH2:13])=[O:12])[CH:10]=2)[NH:7][N:6]=[C:5]3[CH:14]2[CH2:19][CH2:18][N:17]([S:20]([CH2:23][CH2:24][CH2:25][N:26]3[CH2:27][CH2:28][CH2:29][CH2:30]3)(=[O:22])=[O:21])[CH2:16][CH2:15]2)[CH:39]=[CH:40][CH:41]=1)(=[O:34])=[O:33]. The catalyst class is: 70. (5) Reactant: Cl[CH2:2][C:3]1[N:4]=[C:5]2[N:10]=[CH:9][C:8]([C:11]3[CH:16]=[CH:15][C:14]([F:17])=[CH:13][C:12]=3[F:18])=[N:7][N:6]2[CH:19]=1.[OH:20][C:21]1[CH:26]=[CH:25][N:24]=[CH:23][CH:22]=1.C(=O)([O-])[O-].[Cs+].[Cs+]. Product: [F:18][C:12]1[CH:13]=[C:14]([F:17])[CH:15]=[CH:16][C:11]=1[C:8]1[CH:9]=[N:10][C:5]2[N:6]([CH:19]=[C:3]([CH2:2][O:20][C:21]3[CH:26]=[CH:25][N:24]=[CH:23][CH:22]=3)[N:4]=2)[N:7]=1. The catalyst class is: 9.